The task is: Predict which catalyst facilitates the given reaction.. This data is from Catalyst prediction with 721,799 reactions and 888 catalyst types from USPTO. (1) Reactant: [OH:1][C@@H:2]1[CH2:6][CH2:5][N:4]([C:7]2[CH:12]=[CH:11][C:10]([S:13]([NH:16][C:17]3[S:18][CH:19]=[CH:20][N:21]=3)(=[O:15])=[O:14])=[CH:9][CH:8]=2)[C:3]1=[O:22].CN(C=O)C.C(N(C(C)C)CC)(C)C.[F:37][C:38]1[CH:43]=[CH:42][C:41]([S:44](Cl)(=[O:46])=[O:45])=[CH:40][CH:39]=1. Product: [F:37][C:38]1[CH:43]=[CH:42][C:41]([S:44]([N:16]([S:13]([C:10]2[CH:11]=[CH:12][C:7]([N:4]3[CH2:5][CH2:6][C@@H:2]([OH:1])[C:3]3=[O:22])=[CH:8][CH:9]=2)(=[O:14])=[O:15])[C:17]2[S:18][CH:19]=[CH:20][N:21]=2)(=[O:46])=[O:45])=[CH:40][CH:39]=1. The catalyst class is: 5. (2) Reactant: [CH3:1][C:2]1([CH3:8])[CH2:7][NH:6][CH2:5][CH2:4][NH:3]1.C(N(CC)CC)C.[Cl:16][C:17]1[CH:22]=[CH:21][C:20]([N+:23]([O-])=O)=[C:19](F)[CH:18]=1. Product: [Cl:16][C:17]1[CH:22]=[CH:21][C:20]([NH2:23])=[C:19]([N:6]2[CH2:5][CH2:4][NH:3][C:2]([CH3:8])([CH3:1])[CH2:7]2)[CH:18]=1. The catalyst class is: 9. (3) Reactant: [C:1]([O:5][C:6]([N:8]1[CH2:12][CH:11]([O:13][C:14]2[C:23]3[C:18](=[CH:19][C:20]([O:24][CH3:25])=[CH:21][CH:22]=3)[N:17]=[C:16]([C:26]3[CH:31]=[CH:30][CH:29]=[CH:28][N:27]=3)[CH:15]=2)[CH2:10][CH:9]1[C:32]([OH:34])=O)=[O:7])([CH3:4])([CH3:3])[CH3:2].C([N:38]([CH:41]([CH3:43])[CH3:42])CC)(C)C.C(O)(C(F)(F)F)=[O:45].NC1(C([NH:59][S:60]([C:63]2([CH2:66][CH:67]3[CH2:69][CH2:68]3)[CH2:65][CH2:64]2)(=[O:62])=[O:61])=O)CC1C=C.[CH:70]1[CH:71]=CC2N(O)N=NC=2[CH:75]=1.CN(C(ON1N=NC2C=CC=NC1=2)=[N+](C)C)C.F[P-](F)(F)(F)(F)F. Product: [C:1]([O:5][C:6]([N:8]1[CH2:12][CH:11]([O:13][C:14]2[C:23]3[C:18](=[CH:19][C:20]([O:24][CH3:25])=[CH:21][CH:22]=3)[N:17]=[C:16]([C:26]3[CH:31]=[CH:30][CH:29]=[CH:28][N:27]=3)[CH:15]=2)[CH2:10][CH:9]1[C:32](=[O:34])[NH:38][C:41]1([C:42]([NH:59][S:60]([C:63]2([CH2:66][CH:67]3[CH2:69][CH2:68]3)[CH2:64][CH2:65]2)(=[O:61])=[O:62])=[O:45])[CH2:43][CH:71]1[CH:70]=[CH2:75])=[O:7])([CH3:2])([CH3:4])[CH3:3]. The catalyst class is: 91. (4) Reactant: [O:1]=[C:2]1[CH2:5][CH:4]([CH2:6][C:7]([O:9][C:10]([CH3:13])([CH3:12])[CH3:11])=[O:8])[CH2:3]1.[CH3:14][Mg+].[Br-]. Product: [OH:1][C:2]1([CH3:14])[CH2:3][CH:4]([CH2:6][C:7]([O:9][C:10]([CH3:13])([CH3:12])[CH3:11])=[O:8])[CH2:5]1. The catalyst class is: 1. (5) Reactant: [NH2:1][C:2]1[C:10]([O:11][CH2:12][CH3:13])=[CH:9][C:5]([C:6]([OH:8])=O)=[C:4]([F:14])[CH:3]=1.CN(C(ON1N=NC2C=CC=NC1=2)=[N+](C)C)C.F[P-](F)(F)(F)(F)F.[NH2:39][CH:40]1[CH2:45][CH2:44][N:43]([CH3:46])[CH2:42][CH2:41]1.C(N(C(C)C)CC)(C)C. Product: [NH2:1][C:2]1[C:10]([O:11][CH2:12][CH3:13])=[CH:9][C:5]([C:6]([NH:39][CH:40]2[CH2:45][CH2:44][N:43]([CH3:46])[CH2:42][CH2:41]2)=[O:8])=[C:4]([F:14])[CH:3]=1. The catalyst class is: 3. (6) Product: [CH3:11][C:12]1[CH:13]=[C:14]([C:19]2[CH:24]=[CH:23][CH:22]=[C:21]([C:25]3[NH:26][C:27]4[CH:37]=[CH:36][C:35]5[C:30](=[C:31]([OH:42])[CH:32]=[C:33]([S:38]([NH:1][C:2]6[CH:3]=[C:4]([CH:8]=[CH:9][CH:10]=6)[C:5]([OH:7])=[O:6])(=[O:40])=[O:39])[CH:34]=5)[C:28]=4[N:29]=3)[CH:20]=2)[CH:15]=[CH:16][C:17]=1[CH3:18]. Reactant: [NH2:1][C:2]1[CH:3]=[C:4]([CH:8]=[CH:9][CH:10]=1)[C:5]([OH:7])=[O:6].[CH3:11][C:12]1[CH:13]=[C:14]([C:19]2[CH:24]=[CH:23][CH:22]=[C:21]([C:25]3[NH:26][C:27]4[CH:37]=[CH:36][C:35]5[C:30](=[C:31]([OH:42])[CH:32]=[C:33]([S:38](Cl)(=[O:40])=[O:39])[CH:34]=5)[C:28]=4[N:29]=3)[CH:20]=2)[CH:15]=[CH:16][C:17]=1[CH3:18].Cl. The catalyst class is: 20. (7) Reactant: Cl.[F:2][C:3]1[CH:4]=[C:5]([N:10]2[C:14]([CH2:15][NH2:16])=[CH:13][C:12]([C:17]([F:20])([F:19])[F:18])=[N:11]2)[CH:6]=[C:7]([F:9])[CH:8]=1.[F:21][C:22]1[CH:23]=[C:24]([CH:33]([CH3:37])[C:34](O)=[O:35])[CH:25]=[CH:26][C:27]=1[CH2:28][O:29][CH2:30][CH2:31][OH:32].C1C=CC2N(O)N=NC=2C=1.CN(C(ON1N=NC2C=CC=CC1=2)=[N+](C)C)C.[B-](F)(F)(F)F.CCN(C(C)C)C(C)C. Product: [F:2][C:3]1[CH:4]=[C:5]([N:10]2[C:14]([CH2:15][NH:16][C:34](=[O:35])[CH:33]([C:24]3[CH:25]=[CH:26][C:27]([CH2:28][O:29][CH2:30][CH2:31][OH:32])=[C:22]([F:21])[CH:23]=3)[CH3:37])=[CH:13][C:12]([C:17]([F:18])([F:20])[F:19])=[N:11]2)[CH:6]=[C:7]([F:9])[CH:8]=1. The catalyst class is: 118. (8) Reactant: [CH3:1][O:2][C:3](=[O:22])[C@@H:4]([NH:14]C(OC(C)(C)C)=O)[CH2:5][C:6]1[CH:11]=[CH:10][C:9]([O:12][CH3:13])=[CH:8][CH:7]=1.[C:23]([OH:29])([C:25]([F:28])([F:27])[F:26])=[O:24]. Product: [F:26][C:25]([F:28])([F:27])[C:23]([OH:29])=[O:24].[CH3:1][O:2][C:3](=[O:22])[C@@H:4]([NH2:14])[CH2:5][C:6]1[CH:11]=[CH:10][C:9]([O:12][CH3:13])=[CH:8][CH:7]=1. The catalyst class is: 4. (9) Reactant: [CH:1]1([C:6]2[C:14]3[O:13][CH:12]([CH2:15][NH2:16])[CH2:11][C:10]=3[CH:9]=[CH:8][CH:7]=2)[CH2:5][CH2:4][CH2:3][CH2:2]1.C(N(C(C)C)CC)(C)C.Cl[C:27]([O:29][CH2:30][C:31]1[CH:36]=[CH:35][CH:34]=[CH:33][CH:32]=1)=[O:28]. Product: [CH2:30]([O:29][C:27](=[O:28])[NH:16][CH2:15][CH:12]1[CH2:11][C:10]2[CH:9]=[CH:8][CH:7]=[C:6]([CH:1]3[CH2:2][CH2:3][CH2:4][CH2:5]3)[C:14]=2[O:13]1)[C:31]1[CH:36]=[CH:35][CH:34]=[CH:33][CH:32]=1. The catalyst class is: 7. (10) Reactant: [N:1]1([C:6]2[CH:7]=[C:8]([CH:12]=[CH:13][CH:14]=2)[C:9](O)=[O:10])[CH:5]=[CH:4][CH:3]=[N:2]1.S(Cl)(Cl)=O.C[N:20](C=O)C.C([O-])(=O)C.[NH4+]. Product: [N:1]1([C:6]2[CH:7]=[C:8]([CH:12]=[CH:13][CH:14]=2)[C:9]([NH2:20])=[O:10])[CH:5]=[CH:4][CH:3]=[N:2]1. The catalyst class is: 48.